From a dataset of Reaction yield outcomes from USPTO patents with 853,638 reactions. Predict the reaction yield, written as a fraction of the theoretical maximum amount of product (1.0 means a 100% yield; for example, 0.34 means a 34% yield). (1) The reactants are C(O)(C(F)(F)F)=O.C([O:12][C:13](=[O:45])[CH2:14][CH2:15][CH:16]1[CH2:23][N:22]2[C:24]3[CH:25]=[C:26]([C:37]([O:39][CH3:40])=[O:38])[CH:27]=[CH:28][C:29]=3[C:30]([CH:31]3[CH2:36][CH2:35][CH2:34][CH2:33][CH2:32]3)=[C:21]2[C:20]2[CH:41]=[CH:42][CH:43]=[CH:44][C:19]=2[O:18][CH2:17]1)(C)(C)C. The catalyst is O.C(Cl)Cl. The product is [CH:31]1([C:30]2[C:29]3[CH:28]=[CH:27][C:26]([C:37]([O:39][CH3:40])=[O:38])=[CH:25][C:24]=3[N:22]3[C:21]=2[C:20]2[CH:41]=[CH:42][CH:43]=[CH:44][C:19]=2[O:18][CH2:17][CH:16]([CH2:15][CH2:14][C:13]([OH:45])=[O:12])[CH2:23]3)[CH2:32][CH2:33][CH2:34][CH2:35][CH2:36]1. The yield is 0.450. (2) The yield is 0.300. The product is [NH2:8][C:6]1[CH:7]=[C:2]([CH3:1])[C:3]([O:11][C:12]2[CH:17]=[CH:16][N:15]=[C:14]([NH:18][C:19]([CH:21]3[CH2:22][CH2:23]3)=[O:20])[CH:13]=2)=[N:4][CH:5]=1. The catalyst is CO.C(Cl)Cl. The reactants are [CH3:1][C:2]1[C:3]([O:11][C:12]2[CH:17]=[CH:16][N:15]=[C:14]([NH:18][C:19]([CH:21]3[CH2:23][CH2:22]3)=[O:20])[CH:13]=2)=[N:4][CH:5]=[C:6]([N+:8]([O-])=O)[CH:7]=1. (3) The catalyst is CN(C=O)C.CCN(C(C)C)C(C)C. The reactants are Br[C:2]1[CH:7]=[CH:6][C:5]([S:8]([NH:11][CH:12]2[CH2:17][CH2:16][CH:15]3[CH2:18][CH:13]2[C:14]3([CH3:20])[CH3:19])(=[O:10])=[O:9])=[CH:4][CH:3]=1.[CH2:21]([OH:25])[CH2:22][C:23]#[CH:24]. The product is [CH3:19][C:14]1([CH3:20])[CH:13]2[CH2:18][CH:15]1[CH2:16][CH2:17][CH:12]2[NH:11][S:8]([C:5]1[CH:6]=[CH:7][C:2]([C:24]#[C:23][CH2:22][CH2:21][OH:25])=[CH:3][CH:4]=1)(=[O:10])=[O:9]. The yield is 0.600. (4) The reactants are C(OC([N:11]1[CH2:16][CH2:15][CH2:14][CH:13]([CH:17]=[CH:18][C:19]2[S:23][C:22]([C:24]3[CH:29]=[CH:28][C:27]([Cl:30])=[CH:26][CH:25]=3)=[N:21][C:20]=2[CH3:31])[CH2:12]1)=O)C1C=CC=CC=1. The catalyst is Cl. The product is [Cl:30][C:27]1[CH:28]=[CH:29][C:24]([C:22]2[S:23][C:19]([CH:18]=[CH:17][CH:13]3[CH2:14][CH2:15][CH2:16][NH:11][CH2:12]3)=[C:20]([CH3:31])[N:21]=2)=[CH:25][CH:26]=1. The yield is 0.920. (5) The reactants are F[C:2]1[C:10]([CH3:11])=[CH:9][C:5]([C:6]([OH:8])=[O:7])=[CH:4][N:3]=1.[F:12][C:13]([F:19])([CH:16]([F:18])[F:17])[CH2:14][OH:15]. No catalyst specified. The product is [CH3:11][C:10]1[C:2]([O:15][CH2:14][C:13]([F:19])([F:12])[CH:16]([F:18])[F:17])=[N:3][CH:4]=[C:5]([CH:9]=1)[C:6]([OH:8])=[O:7]. The yield is 1.00. (6) The reactants are [C:1]([C:5]1[CH:9]=[C:8]([NH:10][C:11]([NH:13][C@@H:14]2[C:23]3[C:18](=[CH:19][CH:20]=[CH:21][CH:22]=3)[C@H:17]([O:24][C:25]3[CH:26]=[CH:27][C:28]4[N:29]([C:31]([N:34]5[CH2:39][CH2:38][CH2:37][CH2:36][C@@H:35]5[CH3:40])=[N:32][N:33]=4)[CH:30]=3)[CH2:16][CH2:15]2)=[O:12])[N:7]([C:41]2[CH:42]=[C:43]([CH:52]=[CH:53][CH:54]=2)[O:44][CH2:45][CH2:46][O:47]S(C)(=O)=O)[N:6]=1)([CH3:4])([CH3:3])[CH3:2].[CH2:55]([NH:57][CH3:58])[CH3:56].C1C[O:62]CC1. No catalyst specified. The product is [CH:46]([OH:47])=[O:62].[C:1]([C:5]1[CH:9]=[C:8]([NH:10][C:11]([NH:13][C@@H:14]2[C:23]3[C:18](=[CH:19][CH:20]=[CH:21][CH:22]=3)[C@H:17]([O:24][C:25]3[CH:26]=[CH:27][C:28]4[N:29]([C:31]([N:34]5[CH2:39][CH2:38][CH2:37][CH2:36][C@@H:35]5[CH3:40])=[N:32][N:33]=4)[CH:30]=3)[CH2:16][CH2:15]2)=[O:12])[N:7]([C:41]2[CH:54]=[CH:53][CH:52]=[C:43]([O:44][CH2:45][CH2:46][N:57]([CH2:55][CH3:56])[CH3:58])[CH:42]=2)[N:6]=1)([CH3:4])([CH3:3])[CH3:2]. The yield is 0.500.